Dataset: Catalyst prediction with 721,799 reactions and 888 catalyst types from USPTO. Task: Predict which catalyst facilitates the given reaction. (1) Reactant: [C:1]([OH:18])(=O)[CH2:2][CH2:3][CH2:4][CH2:5][CH2:6][CH2:7][C:8]([NH:10][C:11]1[CH:16]=[CH:15][CH:14]=[CH:13][CH:12]=1)=[O:9].C1N=CN(C(N2C=NC=C2)=O)C=1.Cl.[NH2:32][OH:33]. Product: [CH:14]1[CH:13]=[CH:12][C:11]([NH:10][C:8]([CH2:7][CH2:6][CH2:5][CH2:4][CH2:3][CH2:2][C:1]([NH:32][OH:33])=[O:18])=[O:9])=[CH:16][CH:15]=1. The catalyst class is: 3. (2) Reactant: [O:1]1[CH2:6][CH2:5][N:4]([C:7]2[C:8]3[N:9]([CH:13]=[C:14](/[CH:16]=[CH:17]/[C:18]4[CH:27]=[C:26]([C:28]([OH:30])=[O:29])[C:25]5[C:20](=[CH:21][CH:22]=[CH:23][CH:24]=5)[N:19]=4)[N:15]=3)[CH:10]=[CH:11][N:12]=2)[CH2:3][CH2:2]1.C[O-].[Na+:33]. Product: [Na+:33].[O:1]1[CH2:6][CH2:5][N:4]([C:7]2[C:8]3[N:9]([CH:13]=[C:14](/[CH:16]=[CH:17]/[C:18]4[CH:27]=[C:26]([C:28]([O-:30])=[O:29])[C:25]5[C:20](=[CH:21][CH:22]=[CH:23][CH:24]=5)[N:19]=4)[N:15]=3)[CH:10]=[CH:11][N:12]=2)[CH2:3][CH2:2]1. The catalyst class is: 5. (3) Reactant: [NH:1]1[C:9]2[C:4](=[CH:5][C:6]([NH:10][CH:11]3[CH2:16][CH2:15][C:14](=O)[CH2:13][CH2:12]3)=[CH:7][CH:8]=2)[CH:3]=[N:2]1.Cl.[NH2:19][CH2:20][CH2:21][C:22]1[N:26]=[CH:25][NH:24][CH:23]=1.C(O[BH-](OC(=O)C)OC(=O)C)(=O)C.[Na+].Cl.CO. Product: [NH:26]1[C:22]([CH2:21][CH2:20][NH:19][CH:14]2[CH2:15][CH2:16][CH:11]([NH:10][C:6]3[CH:5]=[C:4]4[C:9](=[CH:8][CH:7]=3)[NH:1][N:2]=[CH:3]4)[CH2:12][CH2:13]2)=[CH:23][N:24]=[CH:25]1. The catalyst class is: 5.